Dataset: Full USPTO retrosynthesis dataset with 1.9M reactions from patents (1976-2016). Task: Predict the reactants needed to synthesize the given product. Given the product [Br:1][C:2]1[C:6]([CH:7]=[O:8])=[C:5]([Br:9])[N:4]([CH:10]([O:12][CH2:13][CH3:14])[CH3:11])[N:3]=1, predict the reactants needed to synthesize it. The reactants are: [Br:1][C:2]1[C:6]([CH:7]=[O:8])=[C:5]([Br:9])[NH:4][N:3]=1.[CH:10]([O:12][CH2:13][CH3:14])=[CH2:11].